This data is from Reaction yield outcomes from USPTO patents with 853,638 reactions. The task is: Predict the reaction yield, written as a fraction of the theoretical maximum amount of product (1.0 means a 100% yield; for example, 0.34 means a 34% yield). (1) The reactants are C[N:2](C)[C:3]1[CH:8]=[CH:7][CH:6]=[CH:5][CH:4]=1.P(Cl)(Cl)([Cl:12])=O.NC1N=[C:20]2[CH2:22][N:23]([CH2:26][C:27]3[CH:32]=[CH:31][CH:30]=[CH:29][CH:28]=3)[CH2:24]CC2C(=O)N=1.C(=O)([O-])[O-].[Na+].[Na+]. The catalyst is ClCCCl. The product is [CH2:26]([N:23]1[CH2:22][CH2:20][C:6]2[C:5](=[CH:4][C:3]([NH2:2])=[CH:8][C:7]=2[Cl:12])[CH2:24]1)[C:27]1[CH:32]=[CH:31][CH:30]=[CH:29][CH:28]=1. The yield is 0.830. (2) The reactants are [CH2:1]([N:3]1[C:8]([C:9]([C:11]2[CH:12]=[C:13]([CH:16]=[C:17]([CH3:19])[CH:18]=2)[C:14]#[N:15])=[O:10])=[C:7]([CH:20]([CH3:22])[CH3:21])[C:6](=[O:23])[NH:5][C:4]1=[O:24])[CH3:2].[BH4-].[Na+]. The catalyst is C(O)C. The product is [CH2:1]([N:3]1[C:8]([CH:9]([OH:10])[C:11]2[CH:12]=[C:13]([CH:16]=[C:17]([CH3:19])[CH:18]=2)[C:14]#[N:15])=[C:7]([CH:20]([CH3:21])[CH3:22])[C:6](=[O:23])[NH:5][C:4]1=[O:24])[CH3:2]. The yield is 0.440. (3) The reactants are [Br:1][C:2]1[CH:8]=[CH:7][C:5]([NH2:6])=[CH:4][CH:3]=1.C([O-])([O-])=O.[K+].[K+].[CH2:15](Br)[C:16]1[CH:21]=[CH:20][CH:19]=[CH:18][CH:17]=1. The catalyst is CC#N. The product is [CH2:15]([N:6]([CH2:15][C:16]1[CH:21]=[CH:20][CH:19]=[CH:18][CH:17]=1)[C:5]1[CH:7]=[CH:8][C:2]([Br:1])=[CH:3][CH:4]=1)[C:16]1[CH:21]=[CH:20][CH:19]=[CH:18][CH:17]=1. The yield is 0.870. (4) The reactants are [CH3:1][O:2][C:3]1[C:7]([C:8]([OH:10])=O)=[CH:6][N:5]([CH3:11])[N:4]=1.O1CCCC1.C(Cl)(=O)C(Cl)=O.[NH2:23][C:24]1[CH:25]=[C:26]([CH:43]=[CH:44][C:45]=1[F:46])[O:27][C:28]1[CH:29]=[CH:30][C:31]2[N:32]([CH:34]=[C:35]([NH:37][C:38]([CH:40]3[CH2:42][CH2:41]3)=[O:39])[N:36]=2)[N:33]=1. The catalyst is CN(C)C=O.CN(C)C(=O)C. The product is [CH:40]1([C:38]([NH:37][C:35]2[N:36]=[C:31]3[CH:30]=[CH:29][C:28]([O:27][C:26]4[CH:43]=[CH:44][C:45]([F:46])=[C:24]([NH:23][C:8]([C:7]5[C:3]([O:2][CH3:1])=[N:4][N:5]([CH3:11])[CH:6]=5)=[O:10])[CH:25]=4)=[N:33][N:32]3[CH:34]=2)=[O:39])[CH2:41][CH2:42]1. The yield is 0.280. (5) The catalyst is C(Cl)Cl. The yield is 0.600. The reactants are [NH2:1][C:2]1[C:3]2[C:10]([C:11]3[CH:16]=[CH:15][C:14]([O:17][CH2:18][C:19]4[N:23]([CH2:24][O:25][C:26](=[O:31])[C:27]([CH3:30])([CH3:29])[CH3:28])[N:22]=[N:21][CH:20]=4)=[CH:13][CH:12]=3)=[CH:9][N:8]([C@@H:32]3[CH2:36][CH2:35][N:34]([C:37]([O:39][C:40]([CH3:43])([CH3:42])[CH3:41])=[O:38])[CH2:33]3)[C:4]=2[N:5]=[CH:6][N:7]=1.C1C(=O)N([Br:51])C(=O)C1. The product is [NH2:1][C:2]1[C:3]2[C:10]([C:11]3[CH:12]=[CH:13][C:14]([O:17][CH2:18][C:19]4[N:23]([CH2:24][O:25][C:26](=[O:31])[C:27]([CH3:30])([CH3:29])[CH3:28])[N:22]=[N:21][CH:20]=4)=[CH:15][CH:16]=3)=[C:9]([Br:51])[N:8]([C@@H:32]3[CH2:36][CH2:35][N:34]([C:37]([O:39][C:40]([CH3:43])([CH3:42])[CH3:41])=[O:38])[CH2:33]3)[C:4]=2[N:5]=[CH:6][N:7]=1.